Dataset: Forward reaction prediction with 1.9M reactions from USPTO patents (1976-2016). Task: Predict the product of the given reaction. (1) Given the reactants [C:1]([C:3]1([NH:6][C:7]([C@@H:9]2[CH2:13][C@@H:12]([S:14]([C:17]3[CH:22]=[CH:21][C:20](Br)=[CH:19][C:18]=3[C:24]([F:27])([F:26])[F:25])(=[O:16])=[O:15])[CH2:11][C@H:10]2[C:28]([N:30]2[CH2:33][C:32]([F:35])([F:34])[CH2:31]2)=[O:29])=[O:8])[CH2:5][CH2:4]1)#[N:2].[Cl:36][C:37]1[N:42]=[CH:41][CH:40]=[N:39][CH:38]=1, predict the reaction product. The product is: [C:1]([C:3]1([NH:6][C:7]([C@@H:9]2[CH2:13][C@@H:12]([S:14]([C:17]3[CH:22]=[CH:21][C:20]([C:41]4[CH:40]=[N:39][CH:38]=[C:37]([Cl:36])[N:42]=4)=[CH:19][C:18]=3[C:24]([F:27])([F:26])[F:25])(=[O:16])=[O:15])[CH2:11][C@H:10]2[C:28]([N:30]2[CH2:33][C:32]([F:35])([F:34])[CH2:31]2)=[O:29])=[O:8])[CH2:5][CH2:4]1)#[N:2]. (2) Given the reactants [N+:1]([C:4]1[CH:5]=[CH:6][C:7]2[O:8][CH2:9][C:10](=O)[NH:11][C:12]=2[N:13]=1)([O-:3])=[O:2], predict the reaction product. The product is: [N+:1]([C:4]1[CH:5]=[CH:6][C:7]2[O:8][CH2:9][CH:10]=[N:11][C:12]=2[N:13]=1)([O-:3])=[O:2]. (3) Given the reactants [Si:1]([N:8]1[C@H:11]([CH:12]=[C:13](Br)Br)[CH2:10][C:9]1=[O:16])([C:4]([CH3:7])([CH3:6])[CH3:5])([CH3:3])[CH3:2].C[Si]([N-][Si](C)(C)C)(C)C.[Li+].[NH4+].[Cl-], predict the reaction product. The product is: [Si:1]([N:8]1[C@H:11]([C:12]#[CH:13])[CH2:10][C:9]1=[O:16])([C:4]([CH3:7])([CH3:6])[CH3:5])([CH3:3])[CH3:2]. (4) Given the reactants [CH3:1][O:2][C:3]1[N:4]=[N:5][C:6]([S:9][C:10]2[NH:11][C:12]3[C:17]([CH:18]=2)=[CH:16][CH:15]=[CH:14][CH:13]=3)=[CH:7][CH:8]=1.[Cl:19]N1C(=O)CCC1=O, predict the reaction product. The product is: [CH3:1][O:2][C:3]1[N:4]=[N:5][C:6]([S:9][C:10]2[NH:11][C:12]3[C:17]([C:18]=2[Cl:19])=[CH:16][CH:15]=[CH:14][CH:13]=3)=[CH:7][CH:8]=1. (5) The product is: [Cl:1][C:2]1[CH:3]=[C:4]([C@@H:8]([C@@H:17]2[O:22][CH2:21][CH2:20][N:19]([C:23](=[O:47])[NH:24][C@H:25]([C@H:33]([OH:46])[CH2:34][NH:35][CH3:36])[CH2:26][CH:27]3[CH2:32][CH2:31][O:30][CH2:29][CH2:28]3)[CH2:18]2)[O:9][CH2:10][CH2:11][NH:12][C:13](=[O:16])[O:14][CH3:15])[CH:5]=[CH:6][CH:7]=1. Given the reactants [Cl:1][C:2]1[CH:3]=[C:4]([C@@H:8]([C@@H:17]2[O:22][CH2:21][CH2:20][N:19]([C:23](=[O:47])[NH:24][C@H:25]([C@H:33]([OH:46])[CH2:34][N:35](C)[C:36](OCC[Si](C)(C)C)=O)[CH2:26][CH:27]3[CH2:32][CH2:31][O:30][CH2:29][CH2:28]3)[CH2:18]2)[O:9][CH2:10][CH2:11][NH:12][C:13](=[O:16])[O:14][CH3:15])[CH:5]=[CH:6][CH:7]=1.[N+](CC)(CC)(CC)CC.[F-], predict the reaction product. (6) Given the reactants [CH3:1][O:2][C:3](=[O:21])[C:4]([C:11]1[CH:16]=[C:15]([CH:17]=[O:18])[C:14]([OH:19])=[C:13](Br)[CH:12]=1)([CH2:8][O:9][CH3:10])[CH2:5][O:6][CH3:7].[F:22][C:23]1[CH:24]=[CH:25][C:26]([O:32][CH2:33][O:34][CH3:35])=[C:27](B(O)O)[CH:28]=1.C(=O)([O-])[O-].[Na+].[Na+].Cl, predict the reaction product. The product is: [CH3:1][O:2][C:3](=[O:21])[C:4]([C:11]1[CH:12]=[C:13]([C:27]2[CH:28]=[C:23]([F:22])[CH:24]=[CH:25][C:26]=2[O:32][CH2:33][O:34][CH3:35])[C:14]([OH:19])=[C:15]([CH:17]=[O:18])[CH:16]=1)([CH2:8][O:9][CH3:10])[CH2:5][O:6][CH3:7]. (7) Given the reactants N[C:2]1[CH:10]=[C:9]2[C:5]([CH:6]=[N:7][NH:8]2)=[CH:4][CH:3]=1.N([O-])=[O:12].[Na+].C([O-])([O-])=O.[Na+].[Na+], predict the reaction product. The product is: [OH:12][C:2]1[CH:10]=[C:9]2[C:5]([CH:6]=[N:7][NH:8]2)=[CH:4][CH:3]=1. (8) Given the reactants [F:1][C:2]1[C:7]([F:8])=[CH:6][CH:5]=[CH:4][C:3]=1[CH:9]1[CH2:14][CH2:13][NH:12][CH2:11][CH2:10]1.C(=O)([O-])[O-].[K+].[K+].I[CH2:22][CH3:23].O, predict the reaction product. The product is: [F:1][C:2]1[C:7]([F:8])=[CH:6][CH:5]=[CH:4][C:3]=1[CH:9]1[CH2:14][CH2:13][N:12]([CH2:22][CH3:23])[CH2:11][CH2:10]1. (9) The product is: [NH2:22][C@@H:23]([CH:90]([CH3:92])[CH3:91])[C:24]([NH:26][C@@H:27]([CH3:89])[C:28]([NH:30][C:31]1[CH:32]=[CH:33][C:34]([C:37]2[CH2:38][C@H:39]3[N:45]([CH:46]=2)[C:44](=[O:47])[C:43]2[CH:48]=[C:49]([O:87][CH3:88])[C:50]([O:52][CH2:53][CH2:54][CH2:55][O:56][C:57]4[C:84]([O:85][CH3:86])=[CH:83][C:60]5[C:61](=[O:82])[N:62]6[CH:68]=[C:67]([C:69]7[CH:74]=[CH:73][C:72]([N:75]8[CH2:80][CH2:79][N:78]([CH3:81])[CH2:77][CH2:76]8)=[CH:71][CH:70]=7)[CH2:66][C@@H:63]6[CH:64]=[N:65][C:59]=5[CH:58]=4)=[CH:51][C:42]=2[N:41]=[CH:40]3)=[CH:35][CH:36]=1)=[O:29])=[O:25]. Given the reactants N1CCCCC1.C1C2C(OC(=O)[N:22](C)[C@@H:23]([CH:90]([CH3:92])[CH3:91])[C:24]([NH:26][C@@H:27]([CH3:89])[C:28]([NH:30][C:31]3[CH:36]=[CH:35][C:34]([C:37]4[CH2:38][C@@H:39]5[N:45]([CH:46]=4)[C:44](=[O:47])[C:43]4[CH:48]=[C:49]([O:87][CH3:88])[C:50]([O:52][CH2:53][CH2:54][CH2:55][O:56][C:57]6[C:84]([O:85][CH3:86])=[CH:83][C:60]7[C:61](=[O:82])[N:62]8[CH:68]=[C:67]([C:69]9[CH:74]=[CH:73][C:72]([N:75]%10[CH2:80][CH2:79][N:78]([CH3:81])[CH2:77][CH2:76]%10)=[CH:71][CH:70]=9)[CH2:66][C@H:63]8[CH:64]=[N:65][C:59]=7[CH:58]=6)=[CH:51][C:42]=4[N:41]=[CH:40]5)=[CH:33][CH:32]=3)=[O:29])=[O:25])C3C(=CC=CC=3)C=2C=CC=1, predict the reaction product. (10) The product is: [C:23]([CH:12]([NH:11][C:9](=[O:10])[O:8][CH2:1][C:2]1[CH:3]=[CH:4][CH:5]=[CH:6][CH:7]=1)[CH2:13][C:15]1[CH:16]=[CH:21][CH:20]=[CH:19][CH:18]=1)#[N:24]. Given the reactants [CH2:1]([O:8][C:9]([NH:11][C:12](=O)[C@H:13]([CH2:15][C:16]1[CH:21]=[CH:20][CH:19]=[CH:18]C=1)N)=[O:10])[C:2]1[CH:7]=[CH:6][CH:5]=[CH:4][CH:3]=1.[CH3:23][N:24](C=O)C.N1C(Cl)=NC(Cl)=NC=1Cl, predict the reaction product.